Dataset: Catalyst prediction with 721,799 reactions and 888 catalyst types from USPTO. Task: Predict which catalyst facilitates the given reaction. (1) Reactant: [NH2:1][C:2]1[N:11]=[C:10]([OH:12])[C:9]2[C:4](=[N:5][CH:6]=[C:7]([CH2:13][NH:14][C:15]3[CH:39]=[CH:38][C:18]([C:19]([NH:21][CH:22]([CH2:26][CH2:27][C:28](ON4C(=O)CCC4=O)=[O:29])[C:23]([OH:25])=[O:24])=[O:20])=[CH:17][CH:16]=3)[N:8]=2)[N:3]=1.[N:40]([CH2:43][CH2:44][O:45][CH2:46][CH2:47][O:48][CH2:49][CH2:50][O:51][CH2:52][CH2:53][NH2:54])=[N+:41]=[N-:42].CCN(CC)CC. Product: [NH2:1][C:2]1[N:11]=[C:10]([OH:12])[C:9]2[C:4](=[N:5][CH:6]=[C:7]([CH2:13][NH:14][C:15]3[CH:39]=[CH:38][C:18]([C:19]([NH:21][CH:22]([C:23]([OH:25])=[O:24])[CH2:26][CH2:27][C:28](=[O:29])[NH:54][CH2:53][CH2:52][O:51][CH2:50][CH2:49][O:48][CH2:47][CH2:46][O:45][CH2:44][CH2:43][N:40]=[N+:41]=[N-:42])=[O:20])=[CH:17][CH:16]=3)[N:8]=2)[N:3]=1. The catalyst class is: 16. (2) Reactant: CC1(C)[O:6][C@H:5]([CH2:7][O:8][C:9]2[CH:14]=[CH:13][C:12]([C:15]([C:20]3[CH:25]=[CH:24][C:23](/[CH:26]=[CH:27]/[CH:28]([OH:33])[C:29]([CH3:32])([CH3:31])[CH3:30])=[C:22]([CH3:34])[CH:21]=3)([CH2:18][CH3:19])[CH2:16][CH3:17])=[CH:11][C:10]=2[CH3:35])[CH2:4][O:3]1.C12(CS(O)(=O)=O)C(C)(C)C(CC1)CC2=O.C([O-])(O)=O.[Na+]. Product: [CH2:16]([C:15]([C:12]1[CH:13]=[CH:14][C:9]([O:8][CH2:7][C@@H:5]([OH:6])[CH2:4][OH:3])=[C:10]([CH3:35])[CH:11]=1)([C:20]1[CH:25]=[CH:24][C:23](/[CH:26]=[CH:27]/[CH:28]([OH:33])[C:29]([CH3:31])([CH3:32])[CH3:30])=[C:22]([CH3:34])[CH:21]=1)[CH2:18][CH3:19])[CH3:17]. The catalyst class is: 20.